This data is from Forward reaction prediction with 1.9M reactions from USPTO patents (1976-2016). The task is: Predict the product of the given reaction. (1) Given the reactants [Cl-].[Li+].C([Mg]Cl)(C)C.[Cl:8][C:9]1[CH:14]=[CH:13][C:12](I)=[CH:11][CH:10]=1.[O:16]=[C:17]1[CH2:20][CH:19]([C:21]([OH:23])=[O:22])[CH2:18]1, predict the reaction product. The product is: [Cl:8][C:9]1[CH:14]=[CH:13][C:12]([C:17]2([OH:16])[CH2:20][CH:19]([C:21]([OH:23])=[O:22])[CH2:18]2)=[CH:11][CH:10]=1. (2) Given the reactants [OH:1][CH:2]1[CH2:6][N:5]([C@@H](C2C=CC=CC=2)C)[CH2:4][C@:3]1([CH3:22])[C:15]([O:17][C:18]([CH3:21])([CH3:20])[CH3:19])=[O:16].Cl.C(=O)([O-])O.[Na+].[CH2:29]([O:36][C:37](Cl)=[O:38])[C:30]1[CH:35]=[CH:34][CH:33]=[CH:32][CH:31]=1, predict the reaction product. The product is: [CH2:29]([O:36][C:37]([N:5]1[CH2:6][CH:2]([OH:1])[C@@:3]([CH3:22])([C:15]([O:17][C:18]([CH3:21])([CH3:20])[CH3:19])=[O:16])[CH2:4]1)=[O:38])[C:30]1[CH:35]=[CH:34][CH:33]=[CH:32][CH:31]=1.